This data is from Full USPTO retrosynthesis dataset with 1.9M reactions from patents (1976-2016). The task is: Predict the reactants needed to synthesize the given product. The reactants are: [CH3:1][O:2][C:3]1[C:12]([NH:13][C:14](=[O:22])OC2C=CC=CC=2)=[N:11][C:10]2[C:5](=[CH:6][CH:7]=[CH:8][CH:9]=2)[N:4]=1.[CH3:23][O:24][C:25]1[CH:26]=[C:27]([N:33]2[CH2:38][CH2:37][NH:36][CH2:35][CH2:34]2)[CH:28]=[C:29]([O:31][CH3:32])[CH:30]=1. Given the product [CH3:1][O:2][C:3]1[C:12]([NH:13][C:14]([N:36]2[CH2:35][CH2:34][N:33]([C:27]3[CH:26]=[C:25]([O:24][CH3:23])[CH:30]=[C:29]([O:31][CH3:32])[CH:28]=3)[CH2:38][CH2:37]2)=[O:22])=[N:11][C:10]2[C:5](=[CH:6][CH:7]=[CH:8][CH:9]=2)[N:4]=1, predict the reactants needed to synthesize it.